Dataset: Merck oncology drug combination screen with 23,052 pairs across 39 cell lines. Task: Regression. Given two drug SMILES strings and cell line genomic features, predict the synergy score measuring deviation from expected non-interaction effect. (1) Drug 1: CC1(c2nc3c(C(N)=O)cccc3[nH]2)CCCN1. Drug 2: COC1=C2CC(C)CC(OC)C(O)C(C)C=C(C)C(OC(N)=O)C(OC)C=CC=C(C)C(=O)NC(=CC1=O)C2=O. Cell line: A2780. Synergy scores: synergy=11.1. (2) Drug 1: CN1C(=O)C=CC2(C)C3CCC4(C)C(NC(=O)OCC(F)(F)F)CCC4C3CCC12. Drug 2: CC1(c2nc3c(C(N)=O)cccc3[nH]2)CCCN1. Cell line: A2780. Synergy scores: synergy=10.3. (3) Drug 1: CN1C(=O)C=CC2(C)C3CCC4(C)C(NC(=O)OCC(F)(F)F)CCC4C3CCC12. Drug 2: C=CCn1c(=O)c2cnc(Nc3ccc(N4CCN(C)CC4)cc3)nc2n1-c1cccc(C(C)(C)O)n1. Cell line: KPL1. Synergy scores: synergy=20.8. (4) Drug 1: O=S1(=O)NC2(CN1CC(F)(F)F)C1CCC2Cc2cc(C=CCN3CCC(C(F)(F)F)CC3)ccc2C1. Drug 2: CCN(CC)CCNC(=O)c1c(C)[nH]c(C=C2C(=O)Nc3ccc(F)cc32)c1C. Cell line: HCT116. Synergy scores: synergy=10.7. (5) Drug 1: NC(=O)c1cccc2cn(-c3ccc(C4CCCNC4)cc3)nc12. Drug 2: COC1=C2CC(C)CC(OC)C(O)C(C)C=C(C)C(OC(N)=O)C(OC)C=CC=C(C)C(=O)NC(=CC1=O)C2=O. Cell line: CAOV3. Synergy scores: synergy=-11.2. (6) Drug 2: Cc1nc(Nc2ncc(C(=O)Nc3c(C)cccc3Cl)s2)cc(N2CCN(CCO)CC2)n1. Drug 1: N#Cc1ccc(Cn2cncc2CN2CCN(c3cccc(Cl)c3)C(=O)C2)cc1. Cell line: A375. Synergy scores: synergy=44.0. (7) Drug 1: O=P1(N(CCCl)CCCl)NCCCO1. Drug 2: CCN(CC)CCNC(=O)c1c(C)[nH]c(C=C2C(=O)Nc3ccc(F)cc32)c1C. Cell line: SW620. Synergy scores: synergy=3.04.